From a dataset of Forward reaction prediction with 1.9M reactions from USPTO patents (1976-2016). Predict the product of the given reaction. (1) Given the reactants C(OC([NH:8][C@H:9]1[C@@H:13]([CH2:14][F:15])[CH2:12][N:11]([C:16]([O:18][CH2:19][C:20]2[CH:25]=[CH:24][CH:23]=[CH:22][CH:21]=2)=[O:17])[CH2:10]1)=O)(C)(C)C.C(O)(C(F)(F)F)=O, predict the reaction product. The product is: [NH2:8][C@H:9]1[C@@H:13]([CH2:14][F:15])[CH2:12][N:11]([C:16]([O:18][CH2:19][C:20]2[CH:25]=[CH:24][CH:23]=[CH:22][CH:21]=2)=[O:17])[CH2:10]1. (2) Given the reactants [C:1]([O:5][C:6]([N:8]1[CH2:13][CH2:12][C:11](=O)[CH:10]([CH3:15])[CH2:9]1)=[O:7])([CH3:4])([CH3:3])[CH3:2].[NH2:16][C:17]1[CH:24]=[CH:23][CH:22]=[CH:21][C:18]=1[CH2:19][OH:20], predict the reaction product. The product is: [OH:20][CH2:19][C:18]1[CH:21]=[CH:22][CH:23]=[CH:24][C:17]=1[NH:16][CH:11]1[CH2:12][CH2:13][N:8]([C:6]([O:5][C:1]([CH3:4])([CH3:3])[CH3:2])=[O:7])[CH2:9][CH:10]1[CH3:15]. (3) Given the reactants C(OC([N:8]1[CH2:30][CH2:29][C:11]2([O:15][C:14](=[O:16])[N:13]([CH2:17][C:18]3[CH:23]=[C:22]([N+:24]([O-:26])=[O:25])[CH:21]=[CH:20][C:19]=3[O:27][CH3:28])[CH2:12]2)[CH2:10][CH2:9]1)=O)(C)(C)C.FC(F)(F)C(O)=O.C(N(C(C)C)CC)(C)C.[O:47]([CH2:54][CH2:55][CH2:56]Br)[C:48]1[CH:53]=[CH:52][CH:51]=[CH:50][CH:49]=1, predict the reaction product. The product is: [CH3:28][O:27][C:19]1[CH:20]=[CH:21][C:22]([N+:24]([O-:26])=[O:25])=[CH:23][C:18]=1[CH2:17][N:13]1[CH2:12][C:11]2([CH2:10][CH2:9][N:8]([CH2:56][CH2:55][CH2:54][O:47][C:48]3[CH:53]=[CH:52][CH:51]=[CH:50][CH:49]=3)[CH2:30][CH2:29]2)[O:15][C:14]1=[O:16]. (4) Given the reactants C([C:5]1[CH:10]=[CH:9][C:8]([S:11](Cl)(=[O:13])=[O:12])=[C:7]([O:15]C)[CH:6]=1)(C)(C)C.[NH:17]1[CH2:21][CH2:20][CH2:19][CH2:18]1.[Al+3].[Cl-].[Cl-].[Cl-], predict the reaction product. The product is: [N:17]1([S:11]([C:8]2[CH:9]=[CH:10][CH:5]=[CH:6][C:7]=2[OH:15])(=[O:12])=[O:13])[CH2:21][CH2:20][CH2:19][CH2:18]1. (5) Given the reactants [CH2:1]([NH:3][C:4]1[CH:9]=[CH:8][CH:7]=[CH:6][C:5]=1[CH:10]1[CH2:19][CH2:18][C:17]2[C:12](=[CH:13][CH:14]=[C:15]([O:20]C)[CH:16]=2)[CH2:11]1)[CH3:2].Cl.[N:23]1([CH2:30][CH2:31][O:32][C:33]2[CH:41]=[CH:40][C:36]([C:37](O)=O)=[CH:35][CH:34]=2)[CH2:29][CH2:28][CH2:27][CH2:26][CH2:25][CH2:24]1.N1(CCOC2C=CC(CN(CC)C3C=CC=CC=3C3CCC4C(=CC=C(OC)C=4)C3)=CC=2)CCCCCC1, predict the reaction product. The product is: [N:23]1([CH2:30][CH2:31][O:32][C:33]2[CH:41]=[CH:40][C:36]([CH2:37][CH2:2][CH2:1][NH:3][C:4]3[CH:9]=[CH:8][CH:7]=[CH:6][C:5]=3[CH:10]3[CH2:19][CH2:18][C:17]4[CH:16]=[C:15]([OH:20])[CH:14]=[CH:13][C:12]=4[CH2:11]3)=[CH:35][CH:34]=2)[CH2:29][CH2:28][CH2:27][CH2:26][CH2:25][CH2:24]1.